Dataset: Full USPTO retrosynthesis dataset with 1.9M reactions from patents (1976-2016). Task: Predict the reactants needed to synthesize the given product. (1) The reactants are: C(O[BH-](OC(=O)C)OC(=O)C)(=O)C.[Na+].[NH2:15][CH2:16][C:17]1[CH:18]=[CH:19][C:20]([Cl:41])=[C:21]([NH:23][C:24]2[S:25]/[C:26](=[CH:30]\[C:31]3[CH:32]=[C:33]4[C:38](=[CH:39][CH:40]=3)[N:37]=[CH:36][CH:35]=[CH:34]4)/[C:27](=[O:29])[N:28]=2)[CH:22]=1.[CH3:42][C:43]([CH3:45])=O.C(=O)(O)[O-].[Na+]. Given the product [Cl:41][C:20]1[CH:19]=[CH:18][C:17]([CH2:16][NH:15][CH:43]([CH3:45])[CH3:42])=[CH:22][C:21]=1[NH:23][C:24]1[S:25]/[C:26](=[CH:30]\[C:31]2[CH:32]=[C:33]3[C:38](=[CH:39][CH:40]=2)[N:37]=[CH:36][CH:35]=[CH:34]3)/[C:27](=[O:29])[N:28]=1, predict the reactants needed to synthesize it. (2) Given the product [Br:8][C:5]1[CH:6]=[CH:7][C:2]([CH:17]([C:16]2[CH:19]=[CH:20][CH:21]=[CH:22][C:15]=2[Cl:14])[OH:18])=[CH:3][CH:4]=1, predict the reactants needed to synthesize it. The reactants are: Br[C:2]1[CH:7]=[CH:6][C:5]([Br:8])=[CH:4][CH:3]=1.[Li]CCCC.[Cl:14][C:15]1[CH:22]=[CH:21][CH:20]=[CH:19][C:16]=1[CH:17]=[O:18]. (3) Given the product [S:1]1[CH:5]=[C:4]([N:6]([C:14]2[CH:18]=[CH:17][NH:16][N:15]=2)[C:7]2[CH:12]=[C:11]([OH:23])[CH:10]=[CH:9][CH:8]=2)[C:3]2[CH:19]=[CH:20][CH:21]=[CH:22][C:2]1=2, predict the reactants needed to synthesize it. The reactants are: [S:1]1[CH:5]=[C:4]([N:6]([C:14]2[CH:18]=[CH:17][NH:16][N:15]=2)[C:7]2[CH:12]=[CH:11][C:10](O)=[CH:9][CH:8]=2)[C:3]2[CH:19]=[CH:20][CH:21]=[CH:22][C:2]1=2.[OH2:23]. (4) The reactants are: [C:1]([O:9][CH2:10][C@@H:11]1[C:15]([O:17][C:18](=[O:20])[CH3:19])([CH3:16])[C@:14]([F:22])([CH3:21])[CH:13]([N:23]2[CH:31]=[N:30][C:29]3[C:24]2=[N:25][CH:26]=[N:27][C:28]=3Cl)[O:12]1)(=[O:8])[C:2]1[CH:7]=[CH:6][CH:5]=[CH:4][CH:3]=1.[CH:33]1([NH2:38])[CH2:37][CH2:36][CH2:35][CH2:34]1.O. Given the product [C:1]([O:9][CH2:10][C@@H:11]1[C:15]([O:17][C:18](=[O:20])[CH3:19])([CH3:16])[C@:14]([F:22])([CH3:21])[CH:13]([N:23]2[CH:31]=[N:30][C:29]3[C:24]2=[N:25][CH:26]=[N:27][C:28]=3[NH:38][CH:33]2[CH2:37][CH2:36][CH2:35][CH2:34]2)[O:12]1)(=[O:8])[C:2]1[CH:7]=[CH:6][CH:5]=[CH:4][CH:3]=1, predict the reactants needed to synthesize it. (5) Given the product [CH2:18]([Sn:7]([CH2:14][CH2:15][CH2:16][CH3:17])([O:6][CH2:35][CH2:34][CH:33]([CH3:45])[CH3:32])[O:8][CH2:9][CH2:10][CH:11]([CH3:12])[CH3:13])[CH2:19][CH2:20][CH3:21], predict the reactants needed to synthesize it. The reactants are: C([Sn](CCCC)(OCCC(C)C)[O:6][Sn:7]([CH2:18][CH2:19][CH2:20][CH3:21])([CH2:14][CH2:15][CH2:16][CH3:17])[O:8][CH2:9][CH2:10][CH:11]([CH3:13])[CH3:12])CCC.[CH3:32][CH:33]([CH3:45])[CH2:34][CH2:35]OC(=O)O[CH2:35][CH2:34][CH:33]([CH3:45])[CH3:32].C(=O)([O-])[O-].